This data is from HIV replication inhibition screening data with 41,000+ compounds from the AIDS Antiviral Screen. The task is: Binary Classification. Given a drug SMILES string, predict its activity (active/inactive) in a high-throughput screening assay against a specified biological target. (1) The result is 0 (inactive). The drug is NC(=O)c1ccccc1NC(=O)C(=O)C(C(=O)c1ccc(Cl)c(Cl)c1)C1OC(=O)c2ccccc21. (2) The molecule is Cc1cccc2c(N)c3cccc(C(=O)NCCN(C)C)c3nc12.Cl. The result is 0 (inactive). (3) The compound is CC(C)(Cc1ccccc1)NC1=NCCO1. The result is 0 (inactive). (4) The molecule is Clc1nc2nc3ccccc3nc2nc1Cl. The result is 0 (inactive). (5) The compound is Cl.NCCNCc1c2ccccc2c(CNCCN)c2ccccc12. The result is 0 (inactive). (6) The result is 0 (inactive). The drug is CC(=O)OC1(CSc2ccccc2)CCCCC1.